Dataset: Catalyst prediction with 721,799 reactions and 888 catalyst types from USPTO. Task: Predict which catalyst facilitates the given reaction. (1) Reactant: [Cl:1][C:2]1[CH:3]=[C:4](B2OC(C)(C)C(C)(C)O2)[CH:5]=[CH:6][C:7]=1[O:8][CH:9]([F:11])[F:10].[OH:21]OS([O-])=O.[K+]. Product: [Cl:1][C:2]1[CH:3]=[C:4]([OH:21])[CH:5]=[CH:6][C:7]=1[O:8][CH:9]([F:11])[F:10]. The catalyst class is: 21. (2) Reactant: C(Cl)(=O)C.[CH:5]1(O)[CH2:10][CH2:9][CH2:8][CH2:7][CH2:6]1.[CH3:12][C@@:13]([NH:26][NH2:27])([C:23]([OH:25])=[O:24])[CH2:14][C:15]1[CH:16]=[CH:17][C:18]([OH:22])=[C:19]([OH:21])[CH:20]=1. Product: [OH:21][C:19]1[CH:20]=[C:15]([CH2:14][C@@:13]([NH:26][NH2:27])([CH3:12])[C:23]([O:25][CH:5]2[CH2:10][CH2:9][CH2:8][CH2:7][CH2:6]2)=[O:24])[CH:16]=[CH:17][C:18]=1[OH:22]. The catalyst class is: 13. (3) Reactant: Cl[C:2]1[N:7]=[C:6]([C:8]2[CH:13]=[CH:12][CH:11]=[CH:10][C:9]=2[O:14][CH3:15])[CH:5]=[CH:4][N:3]=1.[NH2:16][C:17]1[CH:22]=[CH:21][C:20]([CH2:23][S:24]([NH2:27])(=[O:26])=[O:25])=[CH:19][CH:18]=1. Product: [CH3:15][O:14][C:9]1[CH:10]=[CH:11][CH:12]=[CH:13][C:8]=1[C:6]1[CH:5]=[CH:4][N:3]=[C:2]([NH:16][C:17]2[CH:22]=[CH:21][C:20]([CH2:23][S:24]([NH2:27])(=[O:25])=[O:26])=[CH:19][CH:18]=2)[N:7]=1. The catalyst class is: 3. (4) Reactant: Cl[C:2]1[CH:7]=[C:6]([CH3:8])[N:5]=[C:4]([C:9]2[S:13][CH:12]=[N:11][CH:10]=2)[CH:3]=1.[F-:14].[Cs+].CS(C)=O. Product: [F:14][C:2]1[CH:7]=[C:6]([CH3:8])[N:5]=[C:4]([C:9]2[S:13][CH:12]=[N:11][CH:10]=2)[CH:3]=1. The catalyst class is: 25.